From a dataset of Forward reaction prediction with 1.9M reactions from USPTO patents (1976-2016). Predict the product of the given reaction. (1) Given the reactants CS(O[C:6]1[CH:11]=[CH:10][C:9]([C:12]([CH3:15])([CH3:14])[CH3:13])=[CH:8][C:7]=1[C:16]([CH3:19])([CH3:18])[CH3:17])(=O)=O.C(O)=O.[Cl-].[Li+].CO, predict the reaction product. The product is: [C:12]([C:9]1[CH:10]=[CH:11][CH:6]=[C:7]([C:16]([CH3:19])([CH3:18])[CH3:17])[CH:8]=1)([CH3:15])([CH3:14])[CH3:13]. (2) Given the reactants C(P1(=O)OP(=O)(CCC)OP(=O)(CCC)O1)CC.C(N(CC)CC)C.[C:26]1([C:32]2[CH:37]=[CH:36][N:35]=[CH:34][C:33]=2[NH2:38])[CH:31]=[CH:30][CH:29]=[CH:28][CH:27]=1.[Cl:39][C:40]1[CH:41]=[C:42]([C:46]([F:49])=[CH:47][N:48]=1)[C:43](O)=[O:44], predict the reaction product. The product is: [Cl:39][C:40]1[CH:41]=[C:42]([C:46]([F:49])=[CH:47][N:48]=1)[C:43]([NH:38][C:33]1[CH:34]=[N:35][CH:36]=[CH:37][C:32]=1[C:26]1[CH:27]=[CH:28][CH:29]=[CH:30][CH:31]=1)=[O:44]. (3) Given the reactants [S:1]1[C:5]2[CH:6]=[CH:7][CH:8]=[CH:9][C:4]=2[N:3]=[C:2]1[S:10][CH2:11][C:12]([OH:14])=O.[NH:15]1[CH2:21][CH2:20][CH2:19][CH2:18][C:17]2[CH:22]=[CH:23][CH:24]=[CH:25][C:16]1=2, predict the reaction product. The product is: [S:1]1[C:5]2[CH:6]=[CH:7][CH:8]=[CH:9][C:4]=2[N:3]=[C:2]1[S:10][CH2:11][C:12]([N:15]1[CH2:21][CH2:20][CH2:19][CH2:18][C:17]2[CH:22]=[CH:23][CH:24]=[CH:25][C:16]1=2)=[O:14]. (4) Given the reactants I[C:2]1[C:7]([CH3:8])=[CH:6][C:5]([C:9]2[CH:14]=[CH:13][N:12]([CH3:15])[C:11](=[O:16])[N:10]=2)=[CH:4][C:3]=1[CH3:17].[F:18][C:19]1[CH:20]=[CH:21][C:22](B2OC(C)(C)C(C)(C)O2)=[C:23]2[C:27]=1[C@H:26]([O:28][C:29]1[CH:42]=[CH:41][C:32]3[C@H:33]([CH2:36][C:37]([O:39][CH3:40])=[O:38])[CH2:34][O:35][C:31]=3[CH:30]=1)[CH2:25][CH2:24]2.BrC1C=CC(F)=C2C=1CC[C@H]2OC1C=CC2[C@H](CC(OC)=O)COC=2C=1, predict the reaction product. The product is: [CH3:17][C:3]1[CH:4]=[C:5]([C:9]2[CH:14]=[CH:13][N:12]([CH3:15])[C:11](=[O:16])[N:10]=2)[CH:6]=[C:7]([CH3:8])[C:2]=1[C:22]1[CH:21]=[CH:20][C:19]([F:18])=[C:27]2[C:23]=1[CH2:24][CH2:25][C@H:26]2[O:28][C:29]1[CH:42]=[CH:41][C:32]2[C@H:33]([CH2:36][C:37]([O:39][CH3:40])=[O:38])[CH2:34][O:35][C:31]=2[CH:30]=1. (5) Given the reactants [CH:1]1[C:9]2[C:8]3[CH:10]=[CH:11][CH:12]=[CH:13][C:7]=3[S:6][C:5]=2[C:4]([N:14]2[C:26]3[CH:25]=[CH:24][CH:23]=[CH:22][C:21]=3[C:20]3[C:15]2=[CH:16][CH:17]=[CH:18][CH:19]=3)=[CH:3][CH:2]=1.C1C(=O)N([Br:34])C(=O)C1.O, predict the reaction product. The product is: [Br:34][C:23]1[CH:24]=[CH:25][C:26]2[N:14]([C:4]3[C:5]4[S:6][C:7]5[CH:13]=[CH:12][CH:11]=[CH:10][C:8]=5[C:9]=4[CH:1]=[CH:2][CH:3]=3)[C:15]3[C:20]([C:21]=2[CH:22]=1)=[CH:19][CH:18]=[CH:17][CH:16]=3. (6) Given the reactants [CH2:1]([N:3]([CH2:35][CH3:36])[C:4]([C:6]1[CH:7]=[CH:8][C:9]2[N:10]([CH:22]3[CH2:27][CH2:26][N:25]([CH2:28][C:29]4[CH:34]=[CH:33][CH:32]=[CH:31][CH:30]=4)[CH2:24][CH2:23]3)[C:11]3[C:16]([O:17][C:18]=2[CH:19]=1)=[C:15]([O:20]C)[CH:14]=[CH:13][CH:12]=3)=[O:5])[CH3:2].B(Br)(Br)Br.C([O-])(O)=O.[Na+], predict the reaction product. The product is: [CH2:35]([N:3]([CH2:1][CH3:2])[C:4]([C:6]1[CH:7]=[CH:8][C:9]2[N:10]([CH:22]3[CH2:27][CH2:26][N:25]([CH2:28][C:29]4[CH:34]=[CH:33][CH:32]=[CH:31][CH:30]=4)[CH2:24][CH2:23]3)[C:11]3[C:16]([O:17][C:18]=2[CH:19]=1)=[C:15]([OH:20])[CH:14]=[CH:13][CH:12]=3)=[O:5])[CH3:36]. (7) Given the reactants [CH3:1][O:2][C@@H:3]([C@@H:33]([N:38]([CH3:46])[C:39](=[O:45])[C@H:40]([CH:42]([CH3:44])[CH3:43])[NH2:41])[C@@H:34]([CH3:37])[CH2:35][CH3:36])[CH2:4][C:5]([N:7]1[CH2:11][CH2:10][CH2:9][C@H:8]1[C@H:12]([O:31][CH3:32])[C@@H:13]([CH3:30])[C:14](=[O:29])[NH:15][C@H:16]([C:24]1[S:25][CH:26]=[CH:27][N:28]=1)[CH2:17][C:18]1[CH:23]=[CH:22][CH:21]=[CH:20][CH:19]=1)=[O:6].F[P-](F)(F)(F)(F)F.Br[P+](N(C)C)(N(C)C)N(C)C.C(N(C(C)C)CC)(C)C.[NH2:74][C:75]1([C:78](O)=[O:79])[CH2:77][CH2:76]1, predict the reaction product. The product is: [NH2:74][C:75]1([C:78]([NH:41][C@H:40]([C:39]([N:38]([C@@H:33]([C@@H:34]([CH3:37])[CH2:35][CH3:36])[C@H:3]([O:2][CH3:1])[CH2:4][C:5]([N:7]2[CH2:11][CH2:10][CH2:9][C@H:8]2[C@H:12]([O:31][CH3:32])[C@@H:13]([CH3:30])[C:14](=[O:29])[NH:15][C@H:16]([C:24]2[S:25][CH:26]=[CH:27][N:28]=2)[CH2:17][C:18]2[CH:19]=[CH:20][CH:21]=[CH:22][CH:23]=2)=[O:6])[CH3:46])=[O:45])[CH:42]([CH3:44])[CH3:43])=[O:79])[CH2:77][CH2:76]1. (8) Given the reactants [O-]S([C:5](F)(F)F)(=O)=O.[OH:9][C@H:10]1[CH2:15][C@@H:14]([CH2:16][CH2:17][C:18]2[CH:23]=[CH:22][CH:21]=[CH:20][CH:19]=2)[O:13][C@:12]([C@@H:26]2[CH2:30][S:29][C:28](=[O:31])[N:27]2[CH2:32][C:33]2[CH:38]=[CH:37][C:36]([O:39][CH3:40])=[CH:35][CH:34]=2)([O:24][CH3:25])[CH2:11]1.O[C@H:42]1[CH2:47][C@@H:46](CCCC=C)[O:45][C@:44]([C@@H:55]2[CH2:59]SC(=O)N2CC2C=CC(OC)=CC=2)(OC)[CH2:43]1, predict the reaction product. The product is: [CH3:25][O:24][C@:12]1([C@@H:26]2[CH2:30][S:29][C:28](=[O:31])[N:27]2[CH2:32][C:33]2[CH:38]=[CH:37][C:36]([O:39][CH3:40])=[CH:35][CH:34]=2)[CH2:11][C@H:10]([O:9][C:46](=[O:45])/[CH:47]=[C:42](/[CH3:5])\[CH2:43][CH2:44][CH:55]=[CH2:59])[CH2:15][C@@H:14]([CH2:16][CH2:17][C:18]2[CH:19]=[CH:20][CH:21]=[CH:22][CH:23]=2)[O:13]1. (9) Given the reactants Br[C:2]1[CH:7]=[C:6]([CH3:8])[C:5]([Br:9])=[CH:4][N:3]=1.[CH:10]1[C:18]2[C:17]3[CH:19]=[CH:20][CH:21]=[CH:22][C:16]=3[O:15][C:14]=2[C:13](B(O)O)=[CH:12][CH:11]=1.C([O-])([O-])=O.[K+].[K+].C(COC)OC, predict the reaction product. The product is: [Br:9][C:5]1[C:6]([CH3:8])=[CH:7][C:2]([C:22]2[C:16]3[O:15][C:14]4[CH:13]=[CH:12][CH:11]=[CH:10][C:18]=4[C:17]=3[CH:19]=[CH:20][CH:21]=2)=[N:3][CH:4]=1.